Dataset: Full USPTO retrosynthesis dataset with 1.9M reactions from patents (1976-2016). Task: Predict the reactants needed to synthesize the given product. (1) Given the product [N:27]1([CH2:9][C:10]2[CH:15]=[CH:14][C:13]([O:16][C:17](=[O:26])[N:18]([CH3:25])[C:19]3[CH:24]=[CH:23][CH:22]=[CH:21][CH:20]=3)=[CH:12][CH:11]=2)[CH:31]=[N:30][CH:29]=[N:28]1, predict the reactants needed to synthesize it. The reactants are: C(O)(C(F)(F)F)=O.O[CH2:9][C:10]1[CH:15]=[CH:14][C:13]([O:16][C:17](=[O:26])[N:18]([CH3:25])[C:19]2[CH:24]=[CH:23][CH:22]=[CH:21][CH:20]=2)=[CH:12][CH:11]=1.[NH:27]1[CH:31]=[N:30][CH:29]=[N:28]1. (2) Given the product [Cl:19][Si:20]([Cl:26])([Cl:25])[CH2:21][Si:22]([Cl:24])([Cl:23])[CH2:1][CH2:2][CH2:3][CH2:4][CH2:5][CH2:6][CH2:7][CH2:8][CH2:9][CH2:10][CH2:11][CH2:12][CH2:13][CH2:14][CH2:15][CH2:16][CH2:17][CH3:18], predict the reactants needed to synthesize it. The reactants are: [CH2:1]=[CH:2][CH2:3][CH2:4][CH2:5][CH2:6][CH2:7][CH2:8][CH2:9][CH2:10][CH2:11][CH2:12][CH2:13][CH2:14][CH2:15][CH2:16][CH2:17][CH3:18].[Cl:19][Si:20]([Cl:26])([Cl:25])[CH2:21][SiH:22]([Cl:24])[Cl:23]. (3) Given the product [CH3:23][C:16]([O:15][C:14]1[CH:24]=[CH:25][C:11]([CH2:10][CH2:9][N:8]([C:5]2[CH:4]=[CH:3][C:2]([NH:1][S:45]([CH3:44])(=[O:47])=[O:46])=[CH:7][N:6]=2)[CH2:26][C:27]2[CH:28]=[CH:29][C:30]([C:33]([F:36])([F:34])[F:35])=[CH:31][CH:32]=2)=[CH:12][CH:13]=1)([CH3:22])[C:17]([O:19][CH2:20][CH3:21])=[O:18].[CH3:44][S:45]([N:1]([S:45]([CH3:44])(=[O:47])=[O:46])[C:2]1[CH:3]=[CH:4][C:5]([N:8]([CH2:26][C:27]2[CH:28]=[CH:29][C:30]([C:33]([F:36])([F:34])[F:35])=[CH:31][CH:32]=2)[CH2:9][CH2:10][C:11]2[CH:25]=[CH:24][C:14]([O:15][C:16]([CH3:22])([CH3:23])[C:17]([O:19][CH2:20][CH3:21])=[O:18])=[CH:13][CH:12]=2)=[N:6][CH:7]=1)(=[O:47])=[O:46], predict the reactants needed to synthesize it. The reactants are: [NH2:1][C:2]1[CH:3]=[CH:4][C:5]([N:8]([CH2:26][C:27]2[CH:32]=[CH:31][C:30]([C:33]([F:36])([F:35])[F:34])=[CH:29][CH:28]=2)[CH2:9][CH2:10][C:11]2[CH:25]=[CH:24][C:14]([O:15][C:16]([CH3:23])([CH3:22])[C:17]([O:19][CH2:20][CH3:21])=[O:18])=[CH:13][CH:12]=2)=[N:6][CH:7]=1.CCN(CC)CC.[CH3:44][S:45](Cl)(=[O:47])=[O:46]. (4) Given the product [F:1][C:2]1[C:30]([F:31])=[CH:29][CH:28]=[CH:27][C:3]=1[CH2:4][N:5]1[CH:6]=[C:7]([C:12]2[C:20]3[C:15](=[CH:16][CH:17]=[C:18]([F:21])[CH:19]=3)[N:14]([CH2:22][C:23](=[O:25])[N:41]3[CH2:42][CH2:47][CH2:46][CH2:45]3)[C:13]=2[CH3:26])[CH:8]=[CH:9][C:10]1=[O:11], predict the reactants needed to synthesize it. The reactants are: [F:1][C:2]1[C:30]([F:31])=[CH:29][CH:28]=[CH:27][C:3]=1[CH2:4][N:5]1[C:10](=[O:11])[CH:9]=[CH:8][C:7]([C:12]2[C:20]3[C:15](=[CH:16][CH:17]=[C:18]([F:21])[CH:19]=3)[N:14]([CH2:22][C:23]([OH:25])=O)[C:13]=2[CH3:26])=[CH:6]1.F[P-](F)(F)(F)(F)F.N1(O[P+](N(C)C)(N(C)C)N(C)C)C2C=[CH:45][CH:46]=[CH:47][C:42]=2[N:41]=N1.N1CCCC1.CCN(C(C)C)C(C)C.